This data is from NCI-60 drug combinations with 297,098 pairs across 59 cell lines. The task is: Regression. Given two drug SMILES strings and cell line genomic features, predict the synergy score measuring deviation from expected non-interaction effect. Drug 1: COC1=CC(=CC(=C1O)OC)C2C3C(COC3=O)C(C4=CC5=C(C=C24)OCO5)OC6C(C(C7C(O6)COC(O7)C8=CC=CS8)O)O. Drug 2: C1=NC2=C(N1)C(=S)N=CN2. Cell line: SK-MEL-28. Synergy scores: CSS=9.58, Synergy_ZIP=-7.97, Synergy_Bliss=-5.00, Synergy_Loewe=-13.2, Synergy_HSA=-5.27.